Dataset: Forward reaction prediction with 1.9M reactions from USPTO patents (1976-2016). Task: Predict the product of the given reaction. (1) Given the reactants [Li]CCCC.[CH3:6][N:7]1[CH:11]=[CH:10][N:9]=[CH:8]1.Cl[Si](CC)(CC)CC.CON(C)[C:23]([C:25]1[CH:30]=[CH:29][N:28]=[N:27][CH:26]=1)=[O:24].CC#N.C(=O)=O, predict the reaction product. The product is: [CH3:6][N:7]1[CH:11]=[CH:10][N:9]=[C:8]1[C:23]([C:25]1[CH:30]=[CH:29][N:28]=[N:27][CH:26]=1)=[O:24]. (2) Given the reactants [Cl:1][C:2]1[C:3]([NH:15][C:16]2[CH:20]=[C:19]([CH:21]3[CH2:23][CH2:22]3)[NH:18][N:17]=2)=[N:4][C:5]([C:8]2[S:12][C:11]([C:13]#[N:14])=[CH:10][CH:9]=2)=[N:6][CH:7]=1.OO.C([O-])([O-])=[O:27].[K+].[K+], predict the reaction product. The product is: [Cl:1][C:2]1[C:3]([NH:15][C:16]2[CH:20]=[C:19]([CH:21]3[CH2:22][CH2:23]3)[NH:18][N:17]=2)=[N:4][C:5]([C:8]2[S:12][C:11]([C:13]([NH2:14])=[O:27])=[CH:10][CH:9]=2)=[N:6][CH:7]=1. (3) Given the reactants [C:1]([C:3]1[CH:8]=[CH:7][C:6]([C:9]2[N:13]3[CH:14]=[C:15]([C:18]4[CH:27]=[CH:26][C:21]([C:22]([O:24]C)=[O:23])=[C:20]([NH:28][CH:29]=[O:30])[CH:19]=4)[CH:16]=[CH:17][C:12]3=[N:11][CH:10]=2)=[CH:5][CH:4]=1)#[N:2].[Li+].[OH-].[CH2:33]1COCC1.O.CCO, predict the reaction product. The product is: [C:29]([NH:28][C:20]1[CH:19]=[C:18]([C:15]2[CH:16]=[CH:17][C:12]3[N:13]([C:9]([C:6]4[CH:5]=[CH:4][C:3]([C:1]#[N:2])=[CH:8][CH:7]=4)=[CH:10][N:11]=3)[CH:14]=2)[CH:27]=[CH:26][C:21]=1[C:22]([OH:24])=[O:23])(=[O:30])[CH3:33]. (4) Given the reactants [Cl:1][C:2]1[CH:3]=[C:4]([CH:7]=[CH:8][C:9]=1[Cl:10])[CH2:5][OH:6].[H-].[Na+].[CH3:13][N:14]([CH3:28])[S:15]([NH:18][C:19](=[O:27])[C:20]1[CH:25]=[CH:24][C:23](F)=[CH:22][CH:21]=1)(=[O:17])=[O:16].Cl, predict the reaction product. The product is: [Cl:1][C:2]1[CH:3]=[C:4]([CH:7]=[CH:8][C:9]=1[Cl:10])[CH2:5][O:6][C:23]1[CH:24]=[CH:25][C:20]([C:19]([NH:18][S:15]([N:14]([CH3:28])[CH3:13])(=[O:17])=[O:16])=[O:27])=[CH:21][CH:22]=1. (5) Given the reactants I[CH3:2].C[O:4][C:5]1[CH:10]=[C:9]([CH:11]([N:13]2[C:21]3[C:16](=[CH:17][CH:18]=[CH:19][CH:20]=3)[C:15]([C:22]([O:24][CH2:25][CH3:26])=[O:23])=[C:14]2[CH3:27])[CH3:12])[CH:8]=[CH:7][N:6]=1, predict the reaction product. The product is: [CH3:27][C:14]1[N:13]([CH:11]([C:9]2[CH:8]=[CH:7][N:6]([CH3:2])[C:5](=[O:4])[CH:10]=2)[CH3:12])[C:21]2[C:16]([C:15]=1[C:22]([O:24][CH2:25][CH3:26])=[O:23])=[CH:17][CH:18]=[CH:19][CH:20]=2. (6) Given the reactants [CH3:1][O:2][C:3](=[O:24])[C@@H:4]1[CH2:8][CH:7]([S:9][C:10]2[CH:15]=[CH:14][C:13](Br)=[CH:12][CH:11]=2)[CH2:6][N:5]1[C:17]([O:19][C:20]([CH3:23])([CH3:22])[CH3:21])=[O:18].[CH:25]1[C:33]2[C:32]3[CH:34]=[CH:35][CH:36]=[CH:37][C:31]=3[O:30][C:29]=2[C:28]([C:38]2[CH:43]=[CH:42][C:41](B(O)O)=[CH:40][CH:39]=2)=[CH:27][CH:26]=1.C([O-])([O-])=O.[K+].[K+], predict the reaction product. The product is: [CH3:1][O:2][C:3](=[O:24])[C@@H:4]1[CH2:8][CH:7]([S:9][C:10]2[CH:15]=[CH:14][C:13]([C:41]3[CH:42]=[CH:43][C:38]([C:28]4[C:29]5[O:30][C:31]6[CH:37]=[CH:36][CH:35]=[CH:34][C:32]=6[C:33]=5[CH:25]=[CH:26][CH:27]=4)=[CH:39][CH:40]=3)=[CH:12][CH:11]=2)[CH2:6][N:5]1[C:17]([O:19][C:20]([CH3:23])([CH3:22])[CH3:21])=[O:18].